From a dataset of Full USPTO retrosynthesis dataset with 1.9M reactions from patents (1976-2016). Predict the reactants needed to synthesize the given product. (1) Given the product [CH3:9][NH:8][C:7]1[CH:6]=[N:5][N:4]([CH:10]2[CH2:15][C:14]([CH3:16])([CH3:17])[CH2:13][C:12]([CH3:19])([CH3:18])[CH2:11]2)[C:3](=[O:20])[CH:2]=1, predict the reactants needed to synthesize it. The reactants are: Cl[C:2]1[C:3](=[O:20])[N:4]([CH:10]2[CH2:15][C:14]([CH3:17])([CH3:16])[CH2:13][C:12]([CH3:19])([CH3:18])[CH2:11]2)[N:5]=[CH:6][C:7]=1[NH:8][CH3:9].[OH-].[Na+].[H][H]. (2) The reactants are: [CH3:1][C:2]1[CH:7]=[C:6]([CH3:8])[C:5]([S:9]([CH2:11][C:12]([F:15])([F:14])[F:13])=[O:10])=[CH:4][C:3]=1[OH:16].[F:17][C:18]([F:30])([F:29])[O:19][C:20]1[CH:25]=[CH:24][C:23]([CH2:26][CH2:27]O)=[CH:22][CH:21]=1.C1(P(C2C=CC=CC=2)C2C=CC=CC=2)C=CC=CC=1.N(C(OC(C)C)=O)=NC(OC(C)C)=O. Given the product [F:17][C:18]([F:29])([F:30])[O:19][C:20]1[CH:21]=[CH:22][C:23]([CH2:26][CH2:27][O:16][C:3]2[CH:4]=[C:5]([S:9]([CH2:11][C:12]([F:14])([F:15])[F:13])=[O:10])[C:6]([CH3:8])=[CH:7][C:2]=2[CH3:1])=[CH:24][CH:25]=1, predict the reactants needed to synthesize it. (3) Given the product [CH3:1][C:2]1([CH3:19])[CH2:3][O:4][CH:5]([CH2:8][CH2:9][C:10]2[CH:11]=[CH:12][C:13]([NH2:16])=[CH:14][CH:15]=2)[O:6][CH2:7]1, predict the reactants needed to synthesize it. The reactants are: [CH3:1][C:2]1([CH3:19])[CH2:7][O:6][CH:5]([CH:8]=[CH:9][C:10]2[CH:15]=[CH:14][C:13]([N+:16]([O-])=O)=[CH:12][CH:11]=2)[O:4][CH2:3]1. (4) Given the product [CH2:37]([O:36][C:34]([N:6]1[C:5]([C:20]2[N:24]([C:25]3[CH:26]=[CH:27][C:28]([C:29]#[N:30])=[CH:31][CH:32]=3)[N:23]=[CH:22][CH:21]=2)=[C:4]([CH3:3])[N:8]([C:9]2[CH:14]=[CH:13][CH:12]=[C:11]([C:15]([F:18])([F:17])[F:16])[CH:10]=2)[C:7]1=[O:19])=[O:35])[CH3:38], predict the reactants needed to synthesize it. The reactants are: [H-].[Na+].[CH3:3][C:4]1[N:8]([C:9]2[CH:14]=[CH:13][CH:12]=[C:11]([C:15]([F:18])([F:17])[F:16])[CH:10]=2)[C:7](=[O:19])[NH:6][C:5]=1[C:20]1[N:24]([C:25]2[CH:32]=[CH:31][C:28]([C:29]#[N:30])=[CH:27][CH:26]=2)[N:23]=[CH:22][CH:21]=1.Cl[C:34]([O:36][CH2:37][CH3:38])=[O:35].O. (5) The reactants are: [CH:1]1([C:4]2[C:5]([CH:20]3[CH2:23][CH:22]([CH2:24][C:25]([CH3:28])([CH3:27])[CH3:26])[CH2:21]3)=[N:6][O:7][C:8]=2[C@@H:9]([CH2:14][CH2:15][C:16]([O:18][CH3:19])=[O:17])[CH2:10][C:11]([O-])=[O:12])[CH2:3][CH2:2]1.[Cl:29][C:30]1[CH:35]=[C:34]([CH3:36])[CH:33]=[CH:32][C:31]=1[NH2:37].CN(C(ON1N=NC2C=CC=NC1=2)=[N+](C)C)C.F[P-](F)(F)(F)(F)F.CCCCCC. Given the product [Cl:29][C:30]1[CH:35]=[C:34]([CH3:36])[CH:33]=[CH:32][C:31]=1[NH:37][C:11]([CH2:10][C@@H:9]([C:8]1[O:7][N:6]=[C:5]([CH:20]2[CH2:23][CH:22]([CH2:24][C:25]([CH3:27])([CH3:28])[CH3:26])[CH2:21]2)[C:4]=1[CH:1]1[CH2:2][CH2:3]1)[CH2:14][CH2:15][C:16]([O:18][CH3:19])=[O:17])=[O:12], predict the reactants needed to synthesize it. (6) Given the product [CH3:1][O:2][C:3]1[CH:4]=[C:5]([CH3:11])[C:6]2[NH:9][C:17]3[CH2:16][CH2:15][NH:14][CH2:19][C:18]=3[C:7]=2[CH:8]=1, predict the reactants needed to synthesize it. The reactants are: [CH3:1][O:2][C:3]1[CH:8]=[CH:7][C:6]([NH:9]N)=[C:5]([CH3:11])[CH:4]=1.O.Cl.[NH:14]1[CH2:19][CH2:18][C:17](=O)[CH2:16][CH2:15]1.Cl. (7) The reactants are: [CH:1]1([C:4]2[NH:8][C:7]3[CH:9]=[C:10]([C:35]4[C:36]([CH3:41])=[N:37][O:38][C:39]=4[CH3:40])[CH:11]=[C:12]([C:13]([C:21]4[N:22]=[N:23][N:24](CC5C=CC(OC)=CC=5)[CH:25]=4)([C:15]4[CH:20]=[CH:19][CH:18]=[CH:17][N:16]=4)[OH:14])[C:6]=3[N:5]=2)[CH2:3][CH2:2]1.[C:42]([OH:48])([C:44]([F:47])([F:46])[F:45])=[O:43]. Given the product [CH:1]1([C:4]2[NH:8][C:7]3[CH:9]=[C:10]([C:35]4[C:36]([CH3:41])=[N:37][O:38][C:39]=4[CH3:40])[CH:11]=[C:12]([C:13]([C:15]4[CH:20]=[CH:19][CH:18]=[CH:17][N:16]=4)([C:21]4[N:22]=[N:23][NH:24][CH:25]=4)[OH:14])[C:6]=3[N:5]=2)[CH2:2][CH2:3]1.[C:42]([OH:48])([C:44]([F:47])([F:46])[F:45])=[O:43], predict the reactants needed to synthesize it.